This data is from Reaction yield outcomes from USPTO patents with 853,638 reactions. The task is: Predict the reaction yield, written as a fraction of the theoretical maximum amount of product (1.0 means a 100% yield; for example, 0.34 means a 34% yield). (1) The reactants are [OH-].[Na+].[Br:3][C:4]1[CH:9]=[C:8]([F:10])[C:7]([F:11])=[CH:6][C:5]=1[OH:12].Br[CH2:14][CH2:15][C:16]([OH:18])=[O:17].Cl. The catalyst is O. The product is [Br:3][C:4]1[CH:9]=[C:8]([F:10])[C:7]([F:11])=[CH:6][C:5]=1[O:12][CH2:14][CH2:15][C:16]([OH:18])=[O:17]. The yield is 0.660. (2) The reactants are [OH-].[Na+].[CH3:3][C@@H:4]1[CH2:9][O:8][CH2:7][CH2:6][N:5]1[C:10]1[CH:15]=[C:14]([C:16]2([S:19]([CH3:22])(=[NH:21])=[O:20])[CH2:18][CH2:17]2)[N:13]=[C:12]([C:23]2[CH:28]=[CH:27][N:26]=[C:25]3[N:29](S(C4C=CC(C)=CC=4)(=O)=O)[CH:30]=[CH:31][C:24]=23)[N:11]=1.O.Cl. The catalyst is COCCOC. The product is [CH3:3][C@@H:4]1[CH2:9][O:8][CH2:7][CH2:6][N:5]1[C:10]1[CH:15]=[C:14]([C:16]2([S:19]([CH3:22])(=[NH:21])=[O:20])[CH2:18][CH2:17]2)[N:13]=[C:12]([C:23]2[CH:28]=[CH:27][N:26]=[C:25]3[NH:29][CH:30]=[CH:31][C:24]=23)[N:11]=1. The yield is 0.600.